This data is from Full USPTO retrosynthesis dataset with 1.9M reactions from patents (1976-2016). The task is: Predict the reactants needed to synthesize the given product. (1) Given the product [CH2:29]([O:31][C:32](=[O:33])[C:34]1[CH:35]=[C:36]([O:8][C:6]2[CH:5]=[CH:4][C:3]([CH:9]([CH3:28])[C:10]([OH:15])([C:16]3[CH:17]=[CH:18][C:19]4[O:24][CH2:23][C:22](=[O:25])[N:21]([CH3:26])[C:20]=4[CH:27]=3)[C:11]([F:12])([F:13])[F:14])=[C:2]([Cl:1])[CH:7]=2)[CH:37]=[CH:38][C:39]=1[F:40])[CH3:30], predict the reactants needed to synthesize it. The reactants are: [Cl:1][C:2]1[CH:7]=[C:6]([OH:8])[CH:5]=[CH:4][C:3]=1[CH:9]([CH3:28])[C:10]([C:16]1[CH:17]=[CH:18][C:19]2[O:24][CH2:23][C:22](=[O:25])[N:21]([CH3:26])[C:20]=2[CH:27]=1)([OH:15])[C:11]([F:14])([F:13])[F:12].[CH2:29]([O:31][C:32]([C:34]1[CH:35]=[C:36](B(O)O)[CH:37]=[CH:38][C:39]=1[F:40])=[O:33])[CH3:30]. (2) Given the product [ClH:25].[ClH:25].[CH3:22][O:21][C:19]1[CH:20]=[C:15]([NH:14][CH:11]2[CH2:12][CH2:13][NH:8][CH2:9][CH2:10]2)[N:16]=[C:17]([OH:23])[N:18]=1, predict the reactants needed to synthesize it. The reactants are: C(OC([N:8]1[CH2:13][CH2:12][CH:11]([NH:14][C:15]2[CH:20]=[C:19]([O:21][CH3:22])[N:18]=[C:17]([O:23]C)[N:16]=2)[CH2:10][CH2:9]1)=O)(C)(C)C.[ClH:25]. (3) Given the product [Br:43][C:39]1[CH:38]=[C:37]([Si:24]([C:31]2[CH:32]=[CH:33][CH:34]=[C:35]([C:4]3[C:5]4[O:6][C:7]5[CH:13]=[CH:12][CH:11]=[CH:10][C:8]=5[C:9]=4[CH:1]=[CH:2][CH:3]=3)[CH:36]=2)([C:20]2[CH:19]=[CH:18][CH:23]=[CH:22][CH:21]=2)[C:25]2[CH:30]=[CH:29][CH:28]=[CH:27][CH:26]=2)[CH:42]=[CH:41][CH:40]=1, predict the reactants needed to synthesize it. The reactants are: [CH:1]1[C:9]2[C:8]3[CH:10]=[CH:11][CH:12]=[CH:13][C:7]=3[O:6][C:5]=2[C:4](B(O)O)=[CH:3][CH:2]=1.Br[C:18]1[CH:19]=[C:20]([Si:24]([C:37]2[CH:42]=[CH:41][CH:40]=[C:39]([Br:43])[CH:38]=2)([C:31]2[CH:36]=[CH:35][CH:34]=[CH:33][CH:32]=2)[C:25]2[CH:30]=[CH:29][CH:28]=[CH:27][CH:26]=2)[CH:21]=[CH:22][CH:23]=1.C([O-])([O-])=O.[K+].[K+]. (4) Given the product [CH:15]1([N:21]2[CH2:26][CH2:25][N:24]([CH2:2][CH2:3][CH2:4][CH2:5][N:6]3[C:10]4[CH:11]=[CH:12][CH:13]=[CH:14][C:9]=4[N:8]=[CH:7]3)[CH2:23][CH2:22]2)[CH2:20][CH2:19][CH2:18][CH2:17][CH2:16]1, predict the reactants needed to synthesize it. The reactants are: Cl[CH2:2][CH2:3][CH2:4][CH2:5][N:6]1[C:10]2[CH:11]=[CH:12][CH:13]=[CH:14][C:9]=2[N:8]=[CH:7]1.[CH:15]1([N:21]2[CH2:26][CH2:25][NH:24][CH2:23][CH2:22]2)[CH2:20][CH2:19][CH2:18][CH2:17][CH2:16]1.C(N(C(C)C)CC)(C)C.[I-].[K+].